This data is from Peptide-MHC class I binding affinity with 185,985 pairs from IEDB/IMGT. The task is: Regression. Given a peptide amino acid sequence and an MHC pseudo amino acid sequence, predict their binding affinity value. This is MHC class I binding data. (1) The peptide sequence is WTVNDIQKL. The MHC is HLA-B53:01 with pseudo-sequence HLA-B53:01. The binding affinity (normalized) is 0. (2) The peptide sequence is LIFSYAFL. The MHC is H-2-Kb with pseudo-sequence H-2-Kb. The binding affinity (normalized) is 1.00.